From a dataset of Forward reaction prediction with 1.9M reactions from USPTO patents (1976-2016). Predict the product of the given reaction. (1) The product is: [CH2:1]([O:3][C:4](=[O:20])[CH:5]([C:8]1[CH:13]=[CH:12][C:11]([S:14]([CH:17]2[CH2:19][CH2:18]2)(=[O:16])=[O:15])=[CH:10][CH:9]=1)[O:21][CH:22]1[CH2:26][CH2:25][O:24][CH2:23]1)[CH3:2]. Given the reactants [CH2:1]([O:3][C:4](=[O:20])[C:5]([C:8]1[CH:13]=[CH:12][C:11]([S:14]([CH:17]2[CH2:19][CH2:18]2)(=[O:16])=[O:15])=[CH:10][CH:9]=1)=[N+]=[N-])[CH3:2].[OH:21][CH:22]1[CH2:26][CH2:25][O:24][CH2:23]1, predict the reaction product. (2) The product is: [OH:86][C@H:85]([C@@H:83]1[C:82](=[O:90])[O:3][B:4]([C@@H:32]([NH:37][C:38](=[O:56])[C@@H:39]([NH:47][C:48]([C:50]2[CH:55]=[N:54][CH:53]=[CH:52][N:51]=2)=[O:49])[CH2:40][C:41]2[CH:46]=[CH:45][CH:44]=[CH:43][CH:42]=2)[CH2:33][CH:34]([CH3:35])[CH3:36])[O:5]1)[C:87]([OH:89])=[O:88]. Given the reactants O1B([C@@H](NC(=O)[C@@H](NC(C2C=NC=CN=2)=O)CC2C=CC=CC=2)CC(C)C)[O:5][B:4]([C@@H:32]([NH:37][C:38](=[O:56])[C@@H:39]([NH:47][C:48]([C:50]2[CH:55]=[N:54][CH:53]=[CH:52][N:51]=2)=[O:49])[CH2:40][C:41]2[CH:46]=[CH:45][CH:44]=[CH:43][CH:42]=2)[CH2:33][CH:34]([CH3:36])[CH3:35])[O:3]B1[C@@H](NC(=O)[C@@H](NC(C1C=NC=CN=1)=O)CC1C=CC=CC=1)CC(C)C.[C:82](O)(=[O:90])[C@@H:83]([C@H:85]([C:87]([OH:89])=[O:88])[OH:86])O.CCCCCCC, predict the reaction product. (3) Given the reactants [CH2:1]([N:8]1[CH2:12][CH2:11][CH:10]([O:13]S(C2C(C)=CC=CC=2)(=O)=O)[CH2:9]1)[C:2]1[CH:7]=[CH:6][CH:5]=[CH:4][CH:3]=1.[CH3:24][C:25]1[NH:26][C:27]2[C:32]([C:33]=1[C:34]([O:36][CH2:37][C:38]1[CH:43]=[CH:42][CH:41]=[CH:40][CH:39]=1)=[O:35])=[CH:31][C:30](O)=[CH:29][CH:28]=2.C(=O)([O-])[O-].[K+].[K+].CCCCCC.C(OCC)(=O)C, predict the reaction product. The product is: [CH2:37]([O:36][C:34]([C:33]1[C:32]2[C:27](=[CH:28][CH:29]=[C:30]([O:13][CH:10]3[CH2:11][CH2:12][N:8]([CH2:1][C:2]4[CH:3]=[CH:4][CH:5]=[CH:6][CH:7]=4)[CH2:9]3)[CH:31]=2)[NH:26][C:25]=1[CH3:24])=[O:35])[C:38]1[CH:43]=[CH:42][CH:41]=[CH:40][CH:39]=1. (4) Given the reactants [OH:1][CH2:2][CH2:3][NH:4][S:5]([C:8]1[CH:13]=[CH:12][C:11]([C:14]2[C:15]3[C:16]4[CH:29]=[CH:28][S:27][C:17]=4[C:18](=[O:26])[NH:19][C:20]=3[CH:21]=[CH:22][C:23]=2[O:24]C)=[CH:10][CH:9]=1)(=[O:7])=[O:6].C(N(CC)CC)C.[CH3:37][S:38](Cl)(=[O:40])=[O:39], predict the reaction product. The product is: [CH3:37][S:38]([O:1][CH2:2][CH2:3][NH:4][S:5]([C:8]1[CH:13]=[CH:12][C:11]([C:14]2[C:15]3[C:16]4[CH:29]=[CH:28][S:27][C:17]=4[C:18](=[O:26])[NH:19][C:20]=3[CH:21]=[CH:22][C:23]=2[OH:24])=[CH:10][CH:9]=1)(=[O:6])=[O:7])(=[O:40])=[O:39]. (5) Given the reactants [Cl:1][C:2]1[N:30]=[CH:29][C:5]2[N:6]=[C:7]([C:12]3[CH:17]=[CH:16][C:15]([O:18][CH2:19][CH2:20][CH2:21][N:22]4[CH2:26][CH2:25][CH2:24][CH2:23]4)=[CH:14][C:13]=3[O:27][CH3:28])[N:8]([CH3:11])[C:9](=[O:10])[C:4]=2[CH:3]=1.S(C1C=CC(C)=CC=1)(OC[CH2:36][F:37])(=O)=O, predict the reaction product. The product is: [Cl:1][C:2]1[N:30]=[CH:29][C:5]2[N:6]=[C:7]([C:12]3[CH:17]=[CH:16][C:15]([O:18][CH2:19][CH2:20][CH2:21][N:22]4[CH2:23][CH2:24][CH2:25][CH2:26]4)=[CH:14][C:13]=3[O:27][CH2:28][CH2:36][F:37])[N:8]([CH3:11])[C:9](=[O:10])[C:4]=2[CH:3]=1.